From a dataset of Forward reaction prediction with 1.9M reactions from USPTO patents (1976-2016). Predict the product of the given reaction. (1) The product is: [F:15][C:16]1[CH:21]=[CH:20][C:19]([C:2]2[N:6]3[CH:7]=[CH:8][C:9]([C:11]([OH:14])([CH3:13])[CH3:12])=[N:10][C:5]3=[N:4][CH:3]=2)=[CH:18][C:17]=1[C:25]1[CH:26]=[CH:27][N:28]=[CH:29][CH:30]=1. Given the reactants Br[C:2]1[N:6]2[CH:7]=[CH:8][C:9]([C:11]([OH:14])([CH3:13])[CH3:12])=[N:10][C:5]2=[N:4][CH:3]=1.[F:15][C:16]1[CH:21]=[CH:20][C:19](B(O)O)=[CH:18][C:17]=1[C:25]1[CH:30]=[CH:29][N:28]=[CH:27][CH:26]=1, predict the reaction product. (2) Given the reactants [CH:1]1([NH2:4])[CH2:3][CH2:2]1.[Cl:5][C:6]1[CH:7]=[CH:8][C:9]([CH:14]([CH3:16])[CH3:15])=[C:10]([CH:13]=1)[CH:11]=O, predict the reaction product. The product is: [Cl:5][C:6]1[CH:7]=[CH:8][C:9]([CH:14]([CH3:16])[CH3:15])=[C:10]([CH:11]=[N:4][CH:1]2[CH2:3][CH2:2]2)[CH:13]=1.